From a dataset of Forward reaction prediction with 1.9M reactions from USPTO patents (1976-2016). Predict the product of the given reaction. (1) The product is: [CH3:38][O:39][N:40]=[C:1]([C:2]1[CH:3]=[CH:4][CH:5]=[CH:6][CH:7]=1)[C:9]1[CH:36]=[CH:35][C:12]2[N:13]([CH2:17][CH2:18][O:19][C:20]3[CH:21]=[CH:22][C:23]([O:24][C:25]([CH3:32])([CH3:31])[C:26]([O:28][CH2:29][CH3:30])=[O:27])=[CH:33][CH:34]=3)[C:14](=[O:16])[S:15][C:11]=2[CH:10]=1. Given the reactants [C:1]([C:9]1[CH:36]=[CH:35][C:12]2[N:13]([CH2:17][CH2:18][O:19][C:20]3[CH:34]=[CH:33][C:23]([O:24][C:25]([CH3:32])([CH3:31])[C:26]([O:28][CH2:29][CH3:30])=[O:27])=[CH:22][CH:21]=3)[C:14](=[O:16])[S:15][C:11]=2[CH:10]=1)(=O)[C:2]1[CH:7]=[CH:6][CH:5]=[CH:4][CH:3]=1.Cl.[CH3:38][O:39][NH2:40].Cl, predict the reaction product. (2) Given the reactants [Br:1][C:2]1[C:8]([C:9]2[C:20]([CH3:21])=[N:19][C:12]3[N:13]=[C:14]([S:17][CH3:18])[N:15]=[CH:16][C:11]=3[CH:10]=2)=[CH:7][C:5]([NH2:6])=[C:4]([F:22])[CH:3]=1.C([O-])(O)=O.[Na+].Cl[C:29]([O:31][C:32]([CH3:34])=[CH2:33])=[O:30], predict the reaction product. The product is: [Br:1][C:2]1[C:8]([C:9]2[C:20]([CH3:21])=[N:19][C:12]3[N:13]=[C:14]([S:17][CH3:18])[N:15]=[CH:16][C:11]=3[CH:10]=2)=[CH:7][C:5]([NH:6][C:29](=[O:30])[O:31][C:32]([CH3:34])=[CH2:33])=[C:4]([F:22])[CH:3]=1.